Dataset: Peptide-MHC class II binding affinity with 134,281 pairs from IEDB. Task: Regression. Given a peptide amino acid sequence and an MHC pseudo amino acid sequence, predict their binding affinity value. This is MHC class II binding data. (1) The MHC is DRB1_0701 with pseudo-sequence DRB1_0701. The binding affinity (normalized) is 0.368. The peptide sequence is SCFEIKCTKPEACSG. (2) The peptide sequence is QEDWKSDPSQGGGIK. The MHC is DRB5_0101 with pseudo-sequence DRB5_0101. The binding affinity (normalized) is 0. (3) The peptide sequence is PLSWSKEIYNYMEPY. The MHC is HLA-DQA10102-DQB10602 with pseudo-sequence HLA-DQA10102-DQB10602. The binding affinity (normalized) is 0.242. (4) The peptide sequence is PLYKLVHVFINTQYA. The MHC is DRB1_0401 with pseudo-sequence DRB1_0401. The binding affinity (normalized) is 0.810. (5) The peptide sequence is GRIQDLEKYVEDTKI. The MHC is DRB1_0101 with pseudo-sequence DRB1_0101. The binding affinity (normalized) is 0. (6) The peptide sequence is EDTNIYNSNEAFKVE. The MHC is DRB1_0405 with pseudo-sequence DRB1_0405. The binding affinity (normalized) is 0.213. (7) The MHC is HLA-DQA10201-DQB10303 with pseudo-sequence HLA-DQA10201-DQB10303. The binding affinity (normalized) is 0.635. The peptide sequence is IHAVPFGLVSMMIAMKK.